Dataset: Catalyst prediction with 721,799 reactions and 888 catalyst types from USPTO. Task: Predict which catalyst facilitates the given reaction. (1) Reactant: [NH2:1][C:2]1[CH:3]=[C:4]([CH:10]=[CH:11][CH:12]=1)[CH2:5][CH2:6][C:7]([OH:9])=[O:8].[Cl:13][C:14]1[C:19]([Cl:20])=[CH:18][CH:17]=[CH:16][C:15]=1[N:21]=[C:22]=[O:23]. Product: [C:7]([CH2:6][CH2:5][C:4]1[CH:3]=[C:2]([NH:1][C:22]([NH:21][C:15]2[CH:16]=[CH:17][CH:18]=[C:19]([Cl:20])[C:14]=2[Cl:13])=[O:23])[CH:12]=[CH:11][CH:10]=1)([OH:9])=[O:8]. The catalyst class is: 3. (2) Reactant: Br[CH2:2][C:3]1[C:8]([CH3:9])=[CH:7][CH:6]=[CH:5][C:4]=1[N:10]1[C:14](=[O:15])[N:13]([CH3:16])[N:12]=[N:11]1.[CH3:17][C:18]1[CH:23]=[C:22]([C:24]2[CH:28]=[CH:27][N:26]([CH3:29])[N:25]=2)[CH:21]=[CH:20][C:19]=1[OH:30].C(=O)([O-])[O-].[K+].[K+]. Product: [CH3:9][C:8]1[C:3]([CH2:2][O:30][C:19]2[CH:20]=[CH:21][C:22]([C:24]3[CH:28]=[CH:27][N:26]([CH3:29])[N:25]=3)=[CH:23][C:18]=2[CH3:17])=[C:4]([N:10]2[C:14](=[O:15])[N:13]([CH3:16])[N:12]=[N:11]2)[CH:5]=[CH:6][CH:7]=1. The catalyst class is: 10.